Dataset: Catalyst prediction with 721,799 reactions and 888 catalyst types from USPTO. Task: Predict which catalyst facilitates the given reaction. (1) Product: [Br:15][CH:12]([CH3:13])[C:11]([C:1]1[C:10]2[C:5](=[CH:6][CH:7]=[CH:8][CH:9]=2)[CH:4]=[CH:3][CH:2]=1)=[O:14]. The catalyst class is: 7. Reactant: [C:1]1([C:11](=[O:14])[CH2:12][CH3:13])[C:10]2[C:5](=[CH:6][CH:7]=[CH:8][CH:9]=2)[CH:4]=[CH:3][CH:2]=1.[Br-:15].[Br-].[Br-].C1([N+](C)(C)C)C=CC=CC=1.C1([N+](C)(C)C)C=CC=CC=1.C1([N+](C)(C)C)C=CC=CC=1. (2) Reactant: [CH3:1][O:2][C:3](=[O:11])[C:4]1[CH:9]=[CH:8][CH:7]=[C:6]([OH:10])[CH:5]=1.C1(P(C2C=CC=CC=2)C2C=CC=CC=2)C=CC=CC=1.CCOC(/N=N/C(OCC)=O)=O.[Cl:43][C:44]1[CH:49]=[C:48]([Cl:50])[CH:47]=[CH:46][C:45]=1[CH2:51][CH2:52]O. Product: [CH3:1][O:2][C:3](=[O:11])[C:4]1[CH:9]=[CH:8][CH:7]=[C:6]([O:10][CH2:52][CH2:51][C:45]2[CH:46]=[CH:47][C:48]([Cl:50])=[CH:49][C:44]=2[Cl:43])[CH:5]=1. The catalyst class is: 7. (3) Reactant: CC(C)([O-])C.[K+].Cl.[F:8][C:9]1[CH:10]=[C:11]2[C:16](=[CH:17][CH:18]=1)[CH2:15][NH:14][CH2:13][CH2:12]2.Br[C:20]1[CH:25]=[C:24]([CH3:26])[C:23]([NH:27][C:28](=[O:34])[CH2:29][C:30]([CH3:33])([CH3:32])[CH3:31])=[C:22]([Cl:35])[CH:21]=1. Product: [Cl:35][C:22]1[CH:21]=[C:20]([N:14]2[CH2:13][CH2:12][C:11]3[C:16](=[CH:17][CH:18]=[C:9]([F:8])[CH:10]=3)[CH2:15]2)[CH:25]=[C:24]([CH3:26])[C:23]=1[NH:27][C:28](=[O:34])[CH2:29][C:30]([CH3:32])([CH3:31])[CH3:33]. The catalyst class is: 11. (4) Reactant: Cl[C:2]1[C:7]([Cl:8])=[N:6][CH:5]=[CH:4][N:3]=1.[CH2:9]([N:16]1[CH2:21][C@H:20]([CH3:22])[NH:19][C@H:18]([CH3:23])[CH2:17]1)[C:10]1[CH:15]=[CH:14][CH:13]=[CH:12][CH:11]=1.C(N(CCCC)CCCC)CCC.C1(OC2C=CC=CC=2)C=CC=CC=1. Product: [CH2:9]([N:16]1[CH2:17][C@@H:18]([CH3:23])[N:19]([C:2]2[C:7]([Cl:8])=[N:6][CH:5]=[CH:4][N:3]=2)[C@@H:20]([CH3:22])[CH2:21]1)[C:10]1[CH:11]=[CH:12][CH:13]=[CH:14][CH:15]=1. The catalyst class is: 260. (5) Reactant: C(OC([N:8]1[CH2:12][C:11]([F:14])([F:13])[CH2:10][CH:9]1[C:15]1[NH:16][C:17]([C:20]2[CH:25]=[CH:24][C:23]([C:26]3[CH:35]=[CH:34][C:33]4[C:28](=[CH:29][CH:30]=[C:31]([C:36]5[NH:37][C:38]([CH:41]6[CH2:45][CH2:44][CH2:43][N:42]6[C:46](=[O:59])[CH:47]([NH:54][C:55]([O:57][CH3:58])=[O:56])[CH:48]6[CH2:53][CH2:52][O:51][CH2:50][CH2:49]6)=[N:39][CH:40]=5)[CH:32]=4)[CH:27]=3)=[CH:22][CH:21]=2)=[CH:18][N:19]=1)=O)(C)(C)C.Cl.[CH3:61][O:62][C:63]([NH:65][CH:66]([C:70]1[CH:75]=[CH:74][CH:73]=[CH:72][CH:71]=1)[C:67]([OH:69])=O)=[O:64].P([O-])([O-])([O-])=O.[K+].[K+].[K+].CCOC(C(C#N)=NOC(N1CCOCC1)=[N+](C)C)=O.F[P-](F)(F)(F)(F)F. Product: [CH3:61][O:62][C:63](=[O:64])[NH:65][CH:66]([C:70]1[CH:75]=[CH:74][CH:73]=[CH:72][CH:71]=1)[C:67]([N:8]1[CH2:12][C:11]([F:13])([F:14])[CH2:10][CH:9]1[C:15]1[NH:16][C:17]([C:20]2[CH:21]=[CH:22][C:23]([C:26]3[CH:35]=[CH:34][C:33]4[C:28](=[CH:29][CH:30]=[C:31]([C:36]5[NH:37][C:38]([CH:41]6[CH2:45][CH2:44][CH2:43][N:42]6[C:46](=[O:59])[CH:47]([NH:54][C:55]([O:57][CH3:58])=[O:56])[CH:48]6[CH2:53][CH2:52][O:51][CH2:50][CH2:49]6)=[N:39][CH:40]=5)[CH:32]=4)[CH:27]=3)=[CH:24][CH:25]=2)=[CH:18][N:19]=1)=[O:69]. The catalyst class is: 61. (6) Reactant: Cl[C:2]([O:4][C:5]1[CH:10]=[CH:9][C:8]([O:11][C:12]2[CH:17]=[CH:16][C:15]([C:18]([F:21])([F:20])[F:19])=[CH:14][CH:13]=2)=[CH:7][CH:6]=1)=[O:3].[Cl:22][C:23]1[CH:35]=[CH:34][C:26]([CH2:27][N:28]2[CH2:33][CH2:32][NH:31][CH2:30][CH2:29]2)=[CH:25][CH:24]=1.[K+].[Br-]. Product: [F:19][C:18]([F:21])([F:20])[C:15]1[CH:16]=[CH:17][C:12]([O:11][C:8]2[CH:9]=[CH:10][C:5]([O:4][C:2]([N:31]3[CH2:30][CH2:29][N:28]([CH2:27][C:26]4[CH:34]=[CH:35][C:23]([Cl:22])=[CH:24][CH:25]=4)[CH2:33][CH2:32]3)=[O:3])=[CH:6][CH:7]=2)=[CH:13][CH:14]=1. The catalyst class is: 6.